From a dataset of Full USPTO retrosynthesis dataset with 1.9M reactions from patents (1976-2016). Predict the reactants needed to synthesize the given product. Given the product [N:15]1([C:12]2[CH:13]=[CH:14][C:9]([C:8]([NH:7][C:6]3[CH:21]=[CH:22][C:23]4[NH:24][C:33]([C:32]5[CH:35]=[CH:36][C:29]([O:28][CH3:27])=[CH:30][CH:31]=5)=[N:1][C:4]=4[CH:5]=3)=[O:20])=[CH:10][CH:11]=2)[CH:19]=[CH:18][N:17]=[CH:16]1, predict the reactants needed to synthesize it. The reactants are: [N+:1]([C:4]1[CH:5]=[C:6]([CH:21]=[CH:22][C:23]=1[N+:24]([O-])=O)[NH:7][C:8](=[O:20])[C:9]1[CH:14]=[CH:13][C:12]([N:15]2[CH:19]=[CH:18][N:17]=[CH:16]2)=[CH:11][CH:10]=1)([O-])=O.[CH3:27][O:28][C:29]1[CH:36]=[CH:35][C:32]([CH:33]=O)=[CH:31][CH:30]=1.